This data is from Forward reaction prediction with 1.9M reactions from USPTO patents (1976-2016). The task is: Predict the product of the given reaction. (1) Given the reactants [CH3:1][C:2]1(O)[CH2:7][CH2:6][C@H:5]([CH:8]=[CH:9][C:10](=[CH2:12])[CH3:11])[CH:4]=[CH:3]1.[CH3:14][C:15]1[CH:16]=[C:17]([OH:22])[CH:18]=[C:19]([CH:21]=1)[OH:20].O.O.C(O)(=O)C(O)=O, predict the reaction product. The product is: [CH3:14][C:15]1[C:16]([CH:4]2[CH:5]([CH:8]=[CH:9][C:10](=[CH2:11])[CH3:12])[CH2:6][CH2:7][C:2]([CH3:1])=[CH:3]2)=[C:17]([OH:22])[CH:18]=[C:19]([OH:20])[CH:21]=1. (2) Given the reactants Cl[CH2:2][CH2:3][CH2:4][O:5][C:6]1[CH:11]=[CH:10][C:9]([C:12]2[CH:17]=[N:16][N:15]([CH3:18])[C:14](=[O:19])[CH:13]=2)=[CH:8][CH:7]=1.[NH:20]1[CH2:25][CH2:24][CH2:23][CH2:22][CH2:21]1, predict the reaction product. The product is: [CH3:18][N:15]1[C:14](=[O:19])[CH:13]=[C:12]([C:9]2[CH:10]=[CH:11][C:6]([O:5][CH2:4][CH2:3][CH2:2][N:20]3[CH2:25][CH2:24][CH2:23][CH2:22][CH2:21]3)=[CH:7][CH:8]=2)[CH:17]=[N:16]1. (3) Given the reactants [CH3:1][O:2][CH2:3][CH2:4][NH2:5].[CH3:6][O:7][C:8]1[CH:9]=[C:10]2[C:15](=[CH:16][C:17]=1[O:18][CH3:19])[N:14]=[CH:13][CH:12]=[C:11]2[O:20][C:21]1[CH:22]=[CH:23][C:24]([NH:27][C:28]([C:30]2[C:31](=[O:43])[N:32]([C:37]3[CH:42]=[CH:41][CH:40]=[CH:39][CH:38]=3)[CH:33]=[CH:34][C:35]=2I)=[O:29])=[N:25][CH:26]=1, predict the reaction product. The product is: [CH3:6][O:7][C:8]1[CH:9]=[C:10]2[C:15](=[CH:16][C:17]=1[O:18][CH3:19])[N:14]=[CH:13][CH:12]=[C:11]2[O:20][C:21]1[CH:22]=[CH:23][C:24]([NH:27][C:28]([C:30]2[C:31](=[O:43])[N:32]([C:37]3[CH:42]=[CH:41][CH:40]=[CH:39][CH:38]=3)[CH:33]=[CH:34][C:35]=2[NH:5][CH2:4][CH2:3][O:2][CH3:1])=[O:29])=[N:25][CH:26]=1. (4) Given the reactants [CH3:1][C:2]([O:5][C:6](=[O:25])[CH:7]([C:15]1[CH:20]=[CH:19][C:18]([CH3:21])=[CH:17][C:16]=1[N+:22]([O-])=O)[C:8]([O:10][C:11]([CH3:14])([CH3:13])[CH3:12])=[O:9])([CH3:4])[CH3:3], predict the reaction product. The product is: [CH3:14][C:11]([O:10][C:8](=[O:9])[CH:7]([C:15]1[CH:20]=[CH:19][C:18]([CH3:21])=[CH:17][C:16]=1[NH2:22])[C:6]([O:5][C:2]([CH3:1])([CH3:3])[CH3:4])=[O:25])([CH3:12])[CH3:13]. (5) Given the reactants [NH2:1][C:2]1[CH:3]=[N:4][C:5]2[N:6]([CH:8]=[C:9]([C:11]3[CH:12]=[C:13]([NH:18][C:19]([N:21]4[CH2:25][CH2:24][CH2:23][CH2:22]4)=[O:20])[CH:14]=[CH:15][C:16]=3[F:17])[N:10]=2)[CH:7]=1.[O:26]=[C:27]1C2C=CC=CC=2S(=O)(=O)N1C=O, predict the reaction product. The product is: [F:17][C:16]1[CH:15]=[CH:14][C:13]([NH:18][C:19]([N:21]2[CH2:25][CH2:24][CH2:23][CH2:22]2)=[O:20])=[CH:12][C:11]=1[C:9]1[N:10]=[C:5]2[N:4]=[CH:3][C:2]([NH:1][CH:27]=[O:26])=[CH:7][N:6]2[CH:8]=1. (6) The product is: [Cl:1][C:2]1[CH:3]=[CH:4][C:5]([C@H:8]2[C@@H:12]([C:13]3[CH:18]=[CH:17][C:16]([Cl:19])=[CH:15][CH:14]=3)[NH:11][C:10]([C:20]3[CH:25]=[CH:24][CH:23]=[CH:22][C:21]=3[O:26][CH2:27][CH3:28])([C:29]([Cl:31])=[O:30])[NH:9]2)=[CH:6][CH:7]=1. Given the reactants [Cl:1][C:2]1[CH:7]=[CH:6][C:5]([C@H:8]2[C@@H:12]([C:13]3[CH:18]=[CH:17][C:16]([Cl:19])=[CH:15][CH:14]=3)[NH:11][C:10]([C:20]3[CH:25]=[CH:24][CH:23]=[CH:22][C:21]=3[O:26][CH2:27][CH3:28])=[N:9]2)=[CH:4][CH:3]=1.[C:29](Cl)([Cl:31])=[O:30], predict the reaction product. (7) Given the reactants Cl.[NH2:2][C@@H:3]([CH2:11][CH:12]([CH3:14])[CH3:13])[C:4]([O:6][C:7]([CH3:10])([CH3:9])[CH3:8])=[O:5].C(N(CC)CC)C.[CH3:22][S:23](Cl)(=[O:25])=[O:24], predict the reaction product. The product is: [CH3:13][CH:12]([CH3:14])[CH2:11][C@H:3]([NH:2][S:23]([CH3:22])(=[O:25])=[O:24])[C:4]([O:6][C:7]([CH3:8])([CH3:9])[CH3:10])=[O:5].